Dataset: Reaction yield outcomes from USPTO patents with 853,638 reactions. Task: Predict the reaction yield, written as a fraction of the theoretical maximum amount of product (1.0 means a 100% yield; for example, 0.34 means a 34% yield). (1) The reactants are [NH2:1][C:2]1[C:12]([F:13])=[CH:11][C:10]([C:14]2[CH:15]=[C:16]3[C:22]([C:23]4[CH:28]=[CH:27][CH:26]=[CH:25][C:24]=4[O:29][CH3:30])=[CH:21][N:20]([S:31]([C:34]4[CH:39]=[CH:38][C:37]([CH3:40])=[CH:36][CH:35]=4)(=[O:33])=[O:32])[C:17]3=[N:18][CH:19]=2)=[CH:9][C:3]=1[C:4]([N:6]([CH3:8])[CH3:7])=[O:5].C(N(CC)C(C)C)(C)C.[F:50][C:51]([F:62])([F:61])[C:52](O[C:52](=[O:53])[C:51]([F:62])([F:61])[F:50])=[O:53]. The catalyst is ClCCl. The product is [F:13][C:12]1[C:2]([NH:1][C:52](=[O:53])[C:51]([F:62])([F:61])[F:50])=[C:3]([CH:9]=[C:10]([C:14]2[CH:15]=[C:16]3[C:22]([C:23]4[CH:28]=[CH:27][CH:26]=[CH:25][C:24]=4[O:29][CH3:30])=[CH:21][N:20]([S:31]([C:34]4[CH:35]=[CH:36][C:37]([CH3:40])=[CH:38][CH:39]=4)(=[O:32])=[O:33])[C:17]3=[N:18][CH:19]=2)[CH:11]=1)[C:4]([N:6]([CH3:8])[CH3:7])=[O:5]. The yield is 0.680. (2) The reactants are [F:1][C:2]1[CH:7]=[CH:6][CH:5]=[C:4]([O:8][CH3:9])[C:3]=1[C:10]1[N:14]([S:15]([C:18]2[CH:19]=[N:20][CH:21]=[CH:22][CH:23]=2)(=[O:17])=[O:16])[CH:13]=[C:12]([CH2:24][N:25](C)[C:26](=O)[O:27][C:28]([CH3:31])(C)C)[CH:11]=1.[C:34]([O:37]CC)(=[O:36])[CH3:35].Cl.C[OH:42]. No catalyst specified. The product is [C:28]([OH:42])(=[O:27])/[CH:31]=[CH:35]/[C:34]([OH:37])=[O:36].[F:1][C:2]1[CH:7]=[CH:6][CH:5]=[C:4]([O:8][CH3:9])[C:3]=1[C:10]1[N:14]([S:15]([C:18]2[CH:19]=[N:20][CH:21]=[CH:22][CH:23]=2)(=[O:17])=[O:16])[CH:13]=[C:12]([CH2:24][NH:25][CH3:26])[CH:11]=1. The yield is 0.510. (3) The reactants are [C:1]([C:3]1([C:9](OC)=[O:10])[CH2:8][CH2:7][O:6][CH2:5][CH2:4]1)#[N:2].CO.O.[BH4-].[Na+]. The catalyst is O1CCCC1.C(OCC)(=O)C. The product is [C:1]([C:3]1([CH2:9][OH:10])[CH2:8][CH2:7][O:6][CH2:5][CH2:4]1)#[N:2]. The yield is 0.920. (4) The reactants are [CH3:1][C:2]1[CH:7]=[CH:6][N:5]=[C:4]([C:8]2[N:12]([C:13]3[CH:14]=[N:15][CH:16]=[CH:17][CH:18]=3)[N:11]=[C:10]([C:19]([O:21]CC)=[O:20])[CH:9]=2)[CH:3]=1.[OH-].[Na+]. No catalyst specified. The product is [CH3:1][C:2]1[CH:7]=[CH:6][N:5]=[C:4]([C:8]2[N:12]([C:13]3[CH:14]=[N:15][CH:16]=[CH:17][CH:18]=3)[N:11]=[C:10]([C:19]([OH:21])=[O:20])[CH:9]=2)[CH:3]=1. The yield is 0.320. (5) The reactants are C([Li])CCC.[C:6]([NH:13][C:14]1[CH:19]=[CH:18][C:17](Br)=[CH:16][CH:15]=1)([O:8][C:9]([CH3:12])([CH3:11])[CH3:10])=[O:7].[O:21]1[CH2:26][CH2:25][C:24](=[O:27])[CH2:23][CH2:22]1.[NH4+].[Cl-]. The catalyst is C1COCC1. The product is [C:9]([O:8][C:6](=[O:7])[NH:13][C:14]1[CH:19]=[CH:18][C:17]([C:24]2([OH:27])[CH2:25][CH2:26][O:21][CH2:22][CH2:23]2)=[CH:16][CH:15]=1)([CH3:12])([CH3:11])[CH3:10]. The yield is 0.420. (6) The reactants are C(O[C:4]([C:6]1[CH:15]=[C:14](Cl)[C:13]2[C:8](=[CH:9][CH:10]=[CH:11][CH:12]=2)[N:7]=1)=[O:5])C.[NH:17]1[CH2:22][CH2:21][O:20][CH2:19][CH2:18]1. The yield is 0.880. The product is [N:17]1([C:4]([C:6]2[CH:15]=[C:14]([N:17]3[CH2:22][CH2:21][O:20][CH2:19][CH2:18]3)[C:13]3[C:8](=[CH:9][CH:10]=[CH:11][CH:12]=3)[N:7]=2)=[O:5])[CH2:22][CH2:21][O:20][CH2:19][CH2:18]1. The catalyst is ClCCl. (7) The reactants are [C:1]([O:5][C:6]([C@@H:8]([C@@H:12]([C:16]1[CH:21]=[CH:20][C:19]([C:22]([F:25])([F:24])[F:23])=[CH:18][CH:17]=1)/[CH:13]=[CH:14]/[CH3:15])[C:9]([OH:11])=[O:10])=[O:7])([CH3:4])([CH3:3])[CH3:2].CO.[Si](C=[N+]=[N-])(C)(C)[CH3:29].CCCCCC. The catalyst is C1C=CC=CC=1. The product is [C:1]([O:5][C:6]([C@@H:8]([C@@H:12]([C:16]1[CH:17]=[CH:18][C:19]([C:22]([F:23])([F:24])[F:25])=[CH:20][CH:21]=1)/[CH:13]=[CH:14]/[CH3:15])[C:9]([O:11][CH3:29])=[O:10])=[O:7])([CH3:2])([CH3:3])[CH3:4]. The yield is 0.980. (8) The reactants are [Cl:1][C:2]1[C:7]([Cl:8])=[C:6]([Cl:9])[CH:5]=[CH:4][C:3]=1[OH:10].[Cl:11][C:12]1[C:13]([O:28][CH2:29][CH2:30][CH2:31][CH2:32][CH2:33][C:34]([OH:36])=[O:35])=[CH:14][C:15]2[S:16]C3C(O[C:24]=2[CH:25]=1)=CC(Cl)=C(Cl)C=3. No catalyst specified. The product is [Cl:11][C:12]1[C:13]([O:28][CH2:29][CH2:30][CH2:31][CH2:32][CH2:33][C:34]([OH:36])=[O:35])=[CH:14][C:15]2[S:16][C:4]3[C:3]([O:10][C:24]=2[CH:25]=1)=[C:2]([Cl:1])[C:7]([Cl:8])=[C:6]([Cl:9])[CH:5]=3. The yield is 0.0430.